Dataset: Forward reaction prediction with 1.9M reactions from USPTO patents (1976-2016). Task: Predict the product of the given reaction. Given the reactants [N:1]([C@@H:4]([CH2:8][CH2:9][CH2:10][CH2:11][CH2:12][C:13](=[O:15])[CH3:14])[C:5]([OH:7])=O)=[N+:2]=[N-:3].CCN(C(C)C)C(C)C.C1CN([P+](ON2N=NC3C=CC=CC2=3)(N2CCCC2)N2CCCC2)CC1.F[P-](F)(F)(F)(F)F.[Cl-].[C:59]1([C:65]2[NH:66][C:67]3[C:72]([C:73]=2[CH2:74][CH2:75][NH3+:76])=[CH:71][CH:70]=[CH:69][CH:68]=3)[CH:64]=[CH:63][CH:62]=[CH:61][CH:60]=1, predict the reaction product. The product is: [N:1]([C@@H:4]([CH2:8][CH2:9][CH2:10][CH2:11][CH2:12][C:13](=[O:15])[CH3:14])[C:5]([NH:76][CH2:75][CH2:74][C:73]1[C:72]2[C:67](=[CH:68][CH:69]=[CH:70][CH:71]=2)[NH:66][C:65]=1[C:59]1[CH:64]=[CH:63][CH:62]=[CH:61][CH:60]=1)=[O:7])=[N+:2]=[N-:3].